From a dataset of Full USPTO retrosynthesis dataset with 1.9M reactions from patents (1976-2016). Predict the reactants needed to synthesize the given product. (1) Given the product [C:1]([O:5][C:6]([N:8]1[C:16]2[C:11](=[CH:12][CH:13]=[CH:14][CH:15]=2)[C:10]([CH2:17][OH:18])=[CH:9]1)=[O:7])([CH3:4])([CH3:2])[CH3:3], predict the reactants needed to synthesize it. The reactants are: [C:1]([O:5][C:6]([N:8]1[C:16]2[C:11](=[CH:12][CH:13]=[CH:14][CH:15]=2)[C:10]([C:17](OC)=[O:18])=[CH:9]1)=[O:7])([CH3:4])([CH3:3])[CH3:2].[H-].C([Al+]CC(C)C)C(C)C.C1(C)C=CC=CC=1.C(O)(=O)CC(CC(O)=O)(C(O)=O)O. (2) Given the product [N:33]1([CH2:38][CH2:39][NH:40][C:29]([C:28]2[CH:27]=[C:26]([CH3:32])[NH:25][C:24]=2/[CH:23]=[C:16]2\[C:17](=[O:22])[NH:18][C:19]3[C:15]\2=[CH:14][C:13]([S:10]([CH2:9][C:3]2[C:4]([Cl:8])=[CH:5][CH:6]=[CH:7][C:2]=2[Cl:1])(=[O:12])=[O:11])=[CH:21][CH:20]=3)=[O:31])[CH2:37][CH2:36][CH2:35][CH2:34]1, predict the reactants needed to synthesize it. The reactants are: [Cl:1][C:2]1[CH:7]=[CH:6][CH:5]=[C:4]([Cl:8])[C:3]=1[CH2:9][S:10]([C:13]1[CH:14]=[C:15]2[C:19](=[CH:20][CH:21]=1)[NH:18][C:17](=[O:22])/[C:16]/2=[CH:23]\[C:24]1[NH:25][C:26]([CH3:32])=[CH:27][C:28]=1[C:29]([OH:31])=O)(=[O:12])=[O:11].[N:33]1([CH2:38][CH2:39][NH2:40])[CH2:37][CH2:36][CH2:35][CH2:34]1. (3) Given the product [F:18][C:15]1[CH:16]=[CH:17][C:12]([C:10]2[CH:9]=[CH:8][C:6]3[N:7]=[C:2]([NH:34][CH2:33][C:32]4[CH:35]=[CH:36][CH:37]=[C:30]([N:25]5[CH:29]=[N:28][CH:27]=[N:26]5)[CH:31]=4)[N:3]=[C:4]([NH:19][CH2:20][C:21]([F:24])([F:23])[F:22])[C:5]=3[N:11]=2)=[CH:13][CH:14]=1, predict the reactants needed to synthesize it. The reactants are: Cl[C:2]1[N:3]=[C:4]([NH:19][CH2:20][C:21]([F:24])([F:23])[F:22])[C:5]2[N:11]=[C:10]([C:12]3[CH:17]=[CH:16][C:15]([F:18])=[CH:14][CH:13]=3)[CH:9]=[CH:8][C:6]=2[N:7]=1.[N:25]1([C:30]2[CH:31]=[C:32]([CH:35]=[CH:36][CH:37]=2)[CH2:33][NH2:34])[CH:29]=[N:28][CH:27]=[N:26]1.C(N(C(C)C)CC)(C)C.O.C(#N)C.